Dataset: Cav3 T-type calcium channel HTS with 100,875 compounds. Task: Binary Classification. Given a drug SMILES string, predict its activity (active/inactive) in a high-throughput screening assay against a specified biological target. (1) The molecule is Clc1cc(S(=O)(=O)NC2CCCCC2)ccc1OCC(=O)NCC1OCCC1. The result is 0 (inactive). (2) The molecule is O=c1n(c2cc(OC)ccc2)c(nc2c1cccc2)C. The result is 0 (inactive). (3) The molecule is S(=O)(=O)(c1nsc(c1C#N)C)/C(=N\Nc1ccc(cc1)C(F)(F)F)C#N. The result is 1 (active). (4) The molecule is O=C(N1CCCc2c1cccc2)Cn1c2c(n(c(=O)n(c2=O)C)C)nc1. The result is 0 (inactive).